Dataset: Full USPTO retrosynthesis dataset with 1.9M reactions from patents (1976-2016). Task: Predict the reactants needed to synthesize the given product. (1) Given the product [F:1][C:2]([F:27])([F:26])[CH2:3][NH:4][C:5]([C:7]1([CH2:21][CH2:22][CH2:23][CH2:24][N:42]2[CH2:43][CH2:44][N:39]([C:33]3[CH:32]=[CH:31][C:30]4[C:35](=[CH:36][CH:37]=[CH:38][C:29]=4[Cl:28])[N:34]=3)[CH2:40][CH2:41]2)[C:20]2[CH:19]=[CH:18][CH:17]=[CH:16][C:15]=2[O:14][C:13]2[C:8]1=[CH:9][CH:10]=[CH:11][CH:12]=2)=[O:6], predict the reactants needed to synthesize it. The reactants are: [F:1][C:2]([F:27])([F:26])[CH2:3][NH:4][C:5]([C:7]1([CH2:21][CH2:22][CH2:23][CH2:24]Br)[C:20]2[CH:19]=[CH:18][CH:17]=[CH:16][C:15]=2[O:14][C:13]2[C:8]1=[CH:9][CH:10]=[CH:11][CH:12]=2)=[O:6].[Cl:28][C:29]1[CH:38]=[CH:37][CH:36]=[C:35]2[C:30]=1[CH:31]=[CH:32][C:33]([N:39]1[CH2:44][CH2:43][NH:42][CH2:41][CH2:40]1)=[N:34]2. (2) Given the product [CH2:7]([O:6][CH2:5][CH2:4][CH2:3][CH2:2][O:10][C:11]1[CH:19]=[CH:18][C:14]([C:15]([OH:17])=[O:16])=[CH:13][CH:12]=1)[CH:8]=[CH2:9], predict the reactants needed to synthesize it. The reactants are: Cl[CH2:2][CH2:3][CH2:4][CH2:5][O:6][CH2:7][CH:8]=[CH2:9].[OH:10][C:11]1[CH:19]=[CH:18][C:14]([C:15]([OH:17])=[O:16])=[CH:13][CH:12]=1.C(=O)([O-])[O-].[K+].[K+].CN(C)C=O. (3) The reactants are: O[CH2:2][C@@H:3]([CH2:15][CH2:16][CH2:17][CH2:18][CH:19]=[CH2:20])[C:4]([NH:6][O:7][CH2:8][C:9]1[CH:14]=[CH:13][CH:12]=[CH:11][CH:10]=1)=[O:5].C1(P(C2C=CC=CC=2)C2C=CC=CC=2)C=CC=CC=1.N(C(OC(C)C)=O)=NC(OC(C)C)=O. Given the product [CH2:15]([C@@H:3]1[CH2:2][N:6]([O:7][CH2:8][C:9]2[CH:14]=[CH:13][CH:12]=[CH:11][CH:10]=2)[C:4]1=[O:5])[CH2:16][CH2:17][CH2:18][CH:19]=[CH2:20], predict the reactants needed to synthesize it.